Task: Predict the reactants needed to synthesize the given product.. Dataset: Full USPTO retrosynthesis dataset with 1.9M reactions from patents (1976-2016) (1) Given the product [C:1]([C:3]1[CH:4]=[C:5]([C:13]2[N:18]=[CH:17][C:16]([C:19]3[C:20]([O:34][CH3:35])=[C:21]([CH2:26][CH2:27][CH2:28][C:29]([OH:31])=[O:30])[CH:22]=[C:23]([F:25])[CH:24]=3)=[CH:15][N:14]=2)[CH:6]=[CH:7][C:8]=1[O:9][CH:10]([CH3:12])[CH3:11])#[N:2], predict the reactants needed to synthesize it. The reactants are: [C:1]([C:3]1[CH:4]=[C:5]([C:13]2[N:18]=[CH:17][C:16]([C:19]3[C:20]([O:34][CH3:35])=[C:21]([CH2:26][CH2:27][CH2:28][C:29]([O:31]CC)=[O:30])[CH:22]=[C:23]([F:25])[CH:24]=3)=[CH:15][N:14]=2)[CH:6]=[CH:7][C:8]=1[O:9][CH:10]([CH3:12])[CH3:11])#[N:2].[OH-].[Na+]. (2) The reactants are: C([O-])(=O)C.[NH4+:5].[CH3:6][O:7][C:8](=[O:29])[CH2:9][CH2:10][CH2:11][CH2:12][CH2:13][CH2:14][C:15](=O)[NH:16][CH2:17][C:18]([C:20]1[CH:25]=[CH:24][CH:23]=[CH:22][C:21]=1[O:26][CH3:27])=O. Given the product [CH3:6][O:7][C:8](=[O:29])[CH2:9][CH2:10][CH2:11][CH2:12][CH2:13][CH2:14][C:15]1[NH:5][C:18]([C:20]2[CH:25]=[CH:24][CH:23]=[CH:22][C:21]=2[O:26][CH3:27])=[CH:17][N:16]=1, predict the reactants needed to synthesize it. (3) Given the product [C:74]([O:73][C:71](=[O:72])[CH2:70][N:62]([CH2:63][C:64]1[CH:69]=[CH:68][CH:67]=[CH:66][N:65]=1)[CH2:61][CH2:60][CH2:59][CH2:58][C@@H:54]([C:55]([OH:57])=[O:56])[NH:53][C:20](=[O:21])[CH2:19][CH2:18][CH2:17][CH2:16][CH2:15][CH2:14][C:13](=[O:30])[NH:12][CH2:11][CH2:10][CH2:9][CH2:8][C@@H:7]([C:6]([O:5][C:1]([CH3:4])([CH3:3])[CH3:2])=[O:52])[NH:31][C:32](=[O:51])[NH:33][C@H:34]([C:35]([O:37][C:38]([CH3:39])([CH3:40])[CH3:41])=[O:36])[CH2:42][CH2:43][C:44](=[O:45])[O:46][C:47]([CH3:49])([CH3:50])[CH3:48])([CH3:77])([CH3:76])[CH3:75], predict the reactants needed to synthesize it. The reactants are: [C:1]([O:5][C:6](=[O:52])[C@@H:7]([NH:31][C:32](=[O:51])[NH:33][C@@H:34]([CH2:42][CH2:43][C:44]([O:46][C:47]([CH3:50])([CH3:49])[CH3:48])=[O:45])[C:35]([O:37][C:38]([CH3:41])([CH3:40])[CH3:39])=[O:36])[CH2:8][CH2:9][CH2:10][CH2:11][NH:12][C:13](=[O:30])[CH2:14][CH2:15][CH2:16][CH2:17][CH2:18][CH2:19][C:20](ON1C(=O)CCC1=O)=[O:21])([CH3:4])([CH3:3])[CH3:2].[NH2:53][C@@H:54]([CH2:58][CH2:59][CH2:60][CH2:61][N:62]([CH2:70][C:71]([O:73][C:74]([CH3:77])([CH3:76])[CH3:75])=[O:72])[CH2:63][C:64]1[CH:69]=[CH:68][CH:67]=[CH:66][N:65]=1)[C:55]([OH:57])=[O:56].CCN(C(C)C)C(C)C. (4) Given the product [Cl:1][C:2]1[CH:3]=[CH:4][C:5]2[S:11][C:10]([SH:15])=[N:7][C:6]=2[CH:8]=1, predict the reactants needed to synthesize it. The reactants are: [Cl:1][C:2]1[CH:3]=[CH:4][C:5](F)=[C:6]([CH:8]=1)[NH2:7].[C:10](=[S:15])(OCC)[S-:11].[K+].Cl. (5) Given the product [Cl:21][C:18]1[CH:19]=[CH:20][C:11]([NH:10][C:6]2[CH:5]=[C:4]3[C:9](=[CH:8][CH:7]=2)[N:1]([C:53]2[CH:52]=[CH:28][CH:23]=[CH:24][C:29]=2[S:30]([CH3:33])(=[O:32])=[O:31])[CH:2]=[CH:3]3)=[C:12]([CH:17]=1)[C:13]([OH:15])=[O:14], predict the reactants needed to synthesize it. The reactants are: [NH:1]1[C:9]2[C:4](=[CH:5][C:6]([NH:10][C:11]3[CH:20]=[CH:19][C:18]([Cl:21])=[CH:17][C:12]=3[C:13]([O:15]C)=[O:14])=[CH:7][CH:8]=2)[CH:3]=[CH:2]1.F[C:23]1[CH:28]=CC=C[C:24]=1[CH2:29][S:30]([CH2:33]C1C=CC=CC=1F)(=[O:32])=[O:31].C(=O)([O-])[O-].[Cs+].[Cs+].Cl.C(O[CH2:52][CH3:53])(=O)C.